From a dataset of Reaction yield outcomes from USPTO patents with 853,638 reactions. Predict the reaction yield, written as a fraction of the theoretical maximum amount of product (1.0 means a 100% yield; for example, 0.34 means a 34% yield). (1) The reactants are Cl.[CH3:2][C:3]1[C:9]([O:10][CH3:11])=[CH:8][CH:7]=[CH:6][C:4]=1[NH2:5].C(O)(=O)CC(O)=O.[Cl:19][C:20]1[CH:29]=[C:28]([Cl:30])C2C(=C(Cl)C(OC)=CC=2)N=1. No catalyst specified. The product is [Cl:19][C:20]1[CH:29]=[C:28]([Cl:30])[C:6]2[C:4](=[C:3]([CH3:2])[C:9]([O:10][CH3:11])=[CH:8][CH:7]=2)[N:5]=1. The yield is 0.430. (2) The reactants are [N:1]1[C:10]2[C:5](=[CH:6][C:7]([CH:11]=O)=[CH:8][CH:9]=2)[N:4]=[CH:3][CH:2]=1.[Br-].[O:14]1CCO[CH:15]1[CH2:19][P+](C1C=CC=CC=1)(C1C=CC=CC=1)C1C=CC=CC=1.COCCOCCN(CCOCCOC)CCOCCOC. The catalyst is ClCCl.C([O-])([O-])=O.[K+].[K+]. The product is [N:1]1[C:10]2[C:5](=[CH:6][C:7](/[CH:11]=[CH:19]/[CH:15]=[O:14])=[CH:8][CH:9]=2)[N:4]=[CH:3][CH:2]=1. The yield is 0.650. (3) The product is [NH2:1][CH:4]1[CH:8]([CH3:9])[CH2:7][CH:6]([NH:10][S:11]([CH:14]2[CH2:15][CH2:16]2)(=[O:13])=[O:12])[CH2:5]1. The reactants are [N:1]([CH:4]1[CH:8]([CH3:9])[CH2:7][CH:6]([NH:10][S:11]([CH:14]2[CH2:16][CH2:15]2)(=[O:13])=[O:12])[CH2:5]1)=C=O.[Li+].[OH-]. The catalyst is C1COCC1. The yield is 0.740. (4) The reactants are [Cl:1][C:2]1[C:10]([O:11][CH3:12])=[CH:9][C:5]([C:6]([OH:8])=O)=[CH:4][C:3]=1[CH2:13][O:14][C:15]1[CH:16]=[N:17][C:18]([NH:21][C:22]2[CH:27]=[CH:26][C:25]([N:28]3[CH2:33][C@@H:32]([CH3:34])[NH:31][C@@H:30]([CH3:35])[CH2:29]3)=[CH:24][CH:23]=2)=[N:19][CH:20]=1.Cl.CN.[CH3:39][N:40](C(ON1N=NC2C=CC=NC1=2)=[N+](C)C)C.F[P-](F)(F)(F)(F)F.CCN(C(C)C)C(C)C. The catalyst is CN(C=O)C. The product is [Cl:1][C:2]1[C:10]([O:11][CH3:12])=[CH:9][C:5]([C:6]([NH:40][CH3:39])=[O:8])=[CH:4][C:3]=1[CH2:13][O:14][C:15]1[CH:16]=[N:17][C:18]([NH:21][C:22]2[CH:27]=[CH:26][C:25]([N:28]3[CH2:33][C@@H:32]([CH3:34])[NH:31][C@@H:30]([CH3:35])[CH2:29]3)=[CH:24][CH:23]=2)=[N:19][CH:20]=1. The yield is 0.640.